This data is from Forward reaction prediction with 1.9M reactions from USPTO patents (1976-2016). The task is: Predict the product of the given reaction. (1) Given the reactants CO[C:3](=[O:14])[C:4]1[C:9]([Cl:10])=[CH:8][C:7]([Cl:11])=[CH:6][C:5]=1[CH2:12]Br.[NH2:15][C:16]1[CH:17]=[CH:18][C:19]([O:23][CH3:24])=[C:20]([OH:22])[CH:21]=1, predict the reaction product. The product is: [Cl:11][C:7]1[CH:6]=[C:5]2[C:4](=[C:9]([Cl:10])[CH:8]=1)[C:3](=[O:14])[N:15]([C:16]1[CH:17]=[CH:18][C:19]([O:23][CH3:24])=[C:20]([OH:22])[CH:21]=1)[CH2:12]2. (2) The product is: [C:22]([O:25][C:26]([N:11]1[CH2:12][C@@H:8]([C:5]2[CH:6]=[CH:7][C:2]([F:1])=[CH:3][CH:4]=2)[CH2:9][C@H:10]1[C:13]([OH:15])=[O:14])=[O:27])([CH3:24])([CH3:23])[CH3:21]. Given the reactants [F:1][C:2]1[CH:7]=[CH:6][C:5]([C@@H:8]2[CH2:12][NH:11][C@H:10]([C:13]([OH:15])=[O:14])[CH2:9]2)=[CH:4][CH:3]=1.C([O-])(O)=O.[Na+].[CH3:21][C:22]([O:25][C:26](O[C:26]([O:25][C:22]([CH3:24])([CH3:23])[CH3:21])=[O:27])=[O:27])([CH3:24])[CH3:23].Cl, predict the reaction product. (3) Given the reactants [C:1]([C:3]1[CH:8]=[CH:7][C:6]([C:9]2[CH:10]=[N:11][N:12]([C:15]3[CH:23]=[CH:22][C:18]([C:19](O)=[O:20])=[CH:17][N:16]=3)[C:13]=2[OH:14])=[CH:5][CH:4]=1)#[N:2].[CH3:24][O:25][CH:26]([CH3:30])[CH2:27][CH2:28][NH2:29], predict the reaction product. The product is: [C:1]([C:3]1[CH:8]=[CH:7][C:6]([C:9]2[CH:10]=[N:11][N:12]([C:15]3[CH:23]=[CH:22][C:18]([C:19]([NH:29][CH2:28][CH2:27][CH:26]([O:25][CH3:24])[CH3:30])=[O:20])=[CH:17][N:16]=3)[C:13]=2[OH:14])=[CH:5][CH:4]=1)#[N:2]. (4) The product is: [C:25]([C:24]1[CH:23]=[CH:22][C:21]([NH:18][C:19]([NH:13][CH2:12][CH:8]2[O:9][CH2:10][CH2:11][N:6]([CH2:5][C:4]3[CH:14]=[CH:15][C:16]([Cl:17])=[C:2]([Cl:1])[CH:3]=3)[CH2:7]2)=[O:20])=[CH:28][CH:27]=1)#[N:26]. Given the reactants [Cl:1][C:2]1[CH:3]=[C:4]([CH:14]=[CH:15][C:16]=1[Cl:17])[CH2:5][N:6]1[CH2:11][CH2:10][O:9][CH:8]([CH2:12][NH2:13])[CH2:7]1.[N:18]([C:21]1[CH:28]=[CH:27][C:24]([C:25]#[N:26])=[CH:23][CH:22]=1)=[C:19]=[O:20], predict the reaction product. (5) Given the reactants CC[C@H]1[C@H]2C[C@H]([C@H](OC3C4C(=CC=CC=4)C(O[C@H](C4C=CN=C5C=4C=C(OC)C=C5)[C@@H]4N5C[C@H](CC)[C@@H](CC5)C4)=NN=3)C3C=CN=C4C=3C=C([O:22]C)C=C4)N(CC2)C1.CS(N)(=O)=O.C(OC([NH:71][CH2:72][CH2:73][CH2:74][CH2:75][C@H:76]([NH:84][C:85]([NH:87][C@@H:88]1[CH2:103][C:102]2=[CH:104][CH:105]=[C:99]([CH:100]=[CH:101]2)[O:98]CC=C[CH2:94][O:93][CH2:92][C@H:91]([CH:106]([CH3:108])[CH3:107])[NH:90][C:89]1=[O:109])=[O:86])[C:77]([O:79]C(C)(C)C)=[O:78])=O)(C)(C)C.S([O-])([O-])=O.[Na+].[Na+].[C:116]([OH:120])([CH3:119])([CH3:118])C.O, predict the reaction product. The product is: [NH2:71][CH2:72][CH2:73][CH2:74][CH2:75][C@H:76]([NH:84][C:85]([NH:87][C@@H:88]1[CH2:103][C:102]2=[CH:101][CH:100]=[C:99]([CH:105]=[CH:104]2)[O:98][CH2:119][CH:116]([OH:120])[CH:118]([OH:22])[CH2:94][O:93][CH2:92][C@H:91]([CH:106]([CH3:107])[CH3:108])[NH:90][C:89]1=[O:109])=[O:86])[C:77]([OH:79])=[O:78]. (6) Given the reactants [N+:1]([C:4]1[CH:31]=[C:8]([CH:9]=[N:10][C@H:11]([CH3:30])[C:12]([C:22]2[CH:27]=[CH:26][CH:25]=[CH:24][C:23]=2[O:28][CH3:29])([C:14]2[CH:19]=[CH:18][CH:17]=[CH:16][C:15]=2[O:20][CH3:21])[OH:13])[C:7]([OH:32])=[CH:6][CH:5]=1)([O-:3])=[O:2].C1(C)C=CC=CC=1, predict the reaction product. The product is: [N+:1]([C:4]1[CH:31]=[C:8]([CH:9]=[N:10][CH:11]([CH3:30])[C:12]([C:14]2[CH:19]=[CH:18][CH:17]=[CH:16][C:15]=2[O:20][CH3:21])([C:22]2[CH:27]=[CH:26][CH:25]=[CH:24][C:23]=2[O:28][CH3:29])[OH:13])[C:7]([OH:32])=[CH:6][CH:5]=1)([O-:3])=[O:2]. (7) Given the reactants [CH3:1][O:2][C:3]1[CH:4]=[C:5]2[C:10](=[CH:11][C:12]=1[O:13][CH3:14])[N:9]=[CH:8][N:7]=[C:6]2[O:15][C:16]1[CH:22]=[CH:21][C:19]([NH2:20])=[CH:18][CH:17]=1.ClC(Cl)(O[C:27](=[O:33])OC(Cl)(Cl)Cl)Cl.[C:35]([C:39]1[CH:51]=[CH:50][C:42]([CH2:43][N:44]2[CH2:48][CH2:47][CH:46]([NH2:49])[CH2:45]2)=[CH:41][CH:40]=1)([CH3:38])([CH3:37])[CH3:36].C(=O)([O-])O.[Na+], predict the reaction product. The product is: [C:35]([C:39]1[CH:51]=[CH:50][C:42]([CH2:43][N:44]2[CH2:48][CH2:47][CH:46]([NH:49][C:27]([NH:20][C:19]3[CH:21]=[CH:22][C:16]([O:15][C:6]4[C:5]5[C:10](=[CH:11][C:12]([O:13][CH3:14])=[C:3]([O:2][CH3:1])[CH:4]=5)[N:9]=[CH:8][N:7]=4)=[CH:17][CH:18]=3)=[O:33])[CH2:45]2)=[CH:41][CH:40]=1)([CH3:38])([CH3:36])[CH3:37]. (8) Given the reactants [CH3:1][C:2]([C:11]1[O:15][N:14]=[C:13]([NH2:16])[CH:12]=1)([CH3:10])[CH2:3][N:4]1[CH2:9][CH2:8][O:7][CH2:6][CH2:5]1.C(=O)([O-])[O-].[K+].[K+].Cl[C:24]([O:26][C:27]1[CH:32]=[CH:31][CH:30]=[CH:29][CH:28]=1)=[O:25], predict the reaction product. The product is: [CH3:10][C:2]([C:11]1[O:15][N:14]=[C:13]([NH:16][C:24](=[O:25])[O:26][C:27]2[CH:32]=[CH:31][CH:30]=[CH:29][CH:28]=2)[CH:12]=1)([CH3:1])[CH2:3][N:4]1[CH2:9][CH2:8][O:7][CH2:6][CH2:5]1. (9) Given the reactants [NH2:1][CH:2]([CH:6]([CH3:8])[CH3:7])[C:3]([OH:5])=[O:4].[OH-].[Na+].[C:11](Cl)(=[O:18])[C:12]1[CH:17]=[CH:16][CH:15]=[CH:14][CH:13]=1, predict the reaction product. The product is: [C:11]([NH:1][CH:2]([CH:6]([CH3:8])[CH3:7])[C:3]([OH:5])=[O:4])(=[O:18])[C:12]1[CH:17]=[CH:16][CH:15]=[CH:14][CH:13]=1. (10) Given the reactants [Cl:1][C:2]1[CH:7]=[CH:6][C:5]([OH:8])=[C:4]([CH3:9])[CH:3]=1.[H-].[Na+].Cl[C:13]1[CH:18]=[CH:17][C:16]([N+:19]([O-:21])=[O:20])=[CH:15][N:14]=1, predict the reaction product. The product is: [Cl:1][C:2]1[CH:7]=[CH:6][C:5]([O:8][C:13]2[CH:18]=[CH:17][C:16]([N+:19]([O-:21])=[O:20])=[CH:15][N:14]=2)=[C:4]([CH3:9])[CH:3]=1.